Dataset: Full USPTO retrosynthesis dataset with 1.9M reactions from patents (1976-2016). Task: Predict the reactants needed to synthesize the given product. (1) Given the product [N:1]1[O:2][N:3]=[C:4]2[CH:9]=[C:8]([CH2:10][CH2:11][C:12]3([OH:32])[CH2:13][CH2:14][N:15]([C:18](=[O:31])[CH2:19][C:20]4[CH:25]=[CH:24][C:23]([N:26]5[CH:30]=[N:29][N:28]=[N:27]5)=[CH:22][CH:21]=4)[CH2:16][CH2:17]3)[CH:7]=[CH:6][C:5]=12, predict the reactants needed to synthesize it. The reactants are: [N:1]1[O:2][N:3]=[C:4]2[CH:9]=[C:8]([C:10]#[C:11][C:12]3([OH:32])[CH2:17][CH2:16][N:15]([C:18](=[O:31])[CH2:19][C:20]4[CH:25]=[CH:24][C:23]([N:26]5[CH:30]=[N:29][N:28]=[N:27]5)=[CH:22][CH:21]=4)[CH2:14][CH2:13]3)[CH:7]=[CH:6][C:5]=12. (2) Given the product [C:24]([O:1][CH:2]([C:8]1[N:9]([CH3:23])[C:10]2[C:15]([C:16]=1[C:17]1[CH:22]=[CH:21][CH:20]=[CH:19][CH:18]=1)=[CH:14][CH:13]=[CH:12][CH:11]=2)[C:3]([O:5][CH2:6][CH3:7])=[O:4])([CH3:27])([CH3:26])[CH3:25], predict the reactants needed to synthesize it. The reactants are: [OH:1][CH:2]([C:8]1[N:9]([CH3:23])[C:10]2[C:15]([C:16]=1[C:17]1[CH:22]=[CH:21][CH:20]=[CH:19][CH:18]=1)=[CH:14][CH:13]=[CH:12][CH:11]=2)[C:3]([O:5][CH2:6][CH3:7])=[O:4].[C:24](Br)([CH3:27])([CH3:26])[CH3:25]. (3) Given the product [F:1][C:2]1[C:7]([O:8][CH3:9])=[CH:6][C:5]([O:10][CH3:11])=[C:4]([F:12])[C:3]=1[N:13]1[CH2:18][C:17]2[CH:19]=[N:20][C:21]3[N:25]([S:26]([C:29]4[CH:30]=[CH:31][CH:32]=[CH:33][CH:34]=4)(=[O:28])=[O:27])[C:24]([CH2:35][C:36]4[CH:37]=[N:38][N:39]([CH3:41])[CH:40]=4)=[CH:23][C:22]=3[C:16]=2[N:15]([CH3:43])[C:14]1=[O:44], predict the reactants needed to synthesize it. The reactants are: [F:1][C:2]1[C:7]([O:8][CH3:9])=[CH:6][C:5]([O:10][CH3:11])=[C:4]([F:12])[C:3]=1[N:13]1[CH2:18][C:17]2[CH:19]=[N:20][C:21]3[N:25]([S:26]([C:29]4[CH:34]=[CH:33][CH:32]=[CH:31][CH:30]=4)(=[O:28])=[O:27])[C:24]([CH:35](O)[C:36]4[CH:37]=[N:38][N:39]([CH3:41])[CH:40]=4)=[CH:23][C:22]=3[C:16]=2[N:15]([CH3:43])[C:14]1=[O:44].COC1C=CC(P2(=S)SP(C3C=CC(OC)=CC=3)(=S)S2)=CC=1. (4) Given the product [CH:1]([C:4]1[CH:5]=[CH:6][C:7]([C:10]2[CH:15]=[CH:14][C:13](/[C:16](/[C:29]3[CH:33]=[CH:32][S:31][CH:30]=3)=[CH:17]/[CH2:18][N:19]([CH2:21][C:22]([OH:24])=[O:23])[CH3:20])=[CH:12][CH:11]=2)=[CH:8][CH:9]=1)([CH3:3])[CH3:2], predict the reactants needed to synthesize it. The reactants are: [CH:1]([C:4]1[CH:9]=[CH:8][C:7]([C:10]2[CH:15]=[CH:14][C:13](/[C:16](/[C:29]3[CH:33]=[CH:32][S:31][CH:30]=3)=[CH:17]/[CH2:18][N:19]([CH2:21][C:22]([O:24]C(C)(C)C)=[O:23])[CH3:20])=[CH:12][CH:11]=2)=[CH:6][CH:5]=1)([CH3:3])[CH3:2].CO. (5) Given the product [Cl:1][C:2]1[N:3]=[C:4]([C:9]([NH:11][C@H:12]2[CH2:17][CH2:16][N:15]([C:18]3[S:19][C:20]([C:26]([O:28][CH2:29][CH3:30])=[O:27])=[C:21]([C:23]([N:37]4[CH2:38][CH2:39][N:34]([CH3:33])[CH2:35][CH2:36]4)=[O:24])[N:22]=3)[CH2:14][C@H:13]2[O:31][CH3:32])=[O:10])[NH:5][C:6]=1[CH2:7][CH3:8], predict the reactants needed to synthesize it. The reactants are: [Cl:1][C:2]1[N:3]=[C:4]([C:9]([NH:11][C@H:12]2[CH2:17][CH2:16][N:15]([C:18]3[S:19][C:20]([C:26]([O:28][CH2:29][CH3:30])=[O:27])=[C:21]([C:23](O)=[O:24])[N:22]=3)[CH2:14][C@H:13]2[O:31][CH3:32])=[O:10])[NH:5][C:6]=1[CH2:7][CH3:8].[CH3:33][N:34]1[CH2:39][CH2:38][NH:37][CH2:36][CH2:35]1.CCN=C=NCCCN(C)C.Cl.C1C=CC2N(O)N=NC=2C=1. (6) Given the product [CH3:1][O:2][C:3]([C:4]1[N:15]=[C:16]([NH2:18])[S:17][C:5]=1[C:6]1[CH:11]=[CH:10][CH:9]=[CH:8][CH:7]=1)=[O:14], predict the reactants needed to synthesize it. The reactants are: [CH3:1][O:2][C:3](=[O:14])[C:4](=O)[CH:5](Cl)[C:6]1[CH:11]=[CH:10][CH:9]=[CH:8][CH:7]=1.[NH2:15][C:16]([NH2:18])=[S:17]. (7) Given the product [N+:1]([C:4]1[CH:9]=[CH:8][CH:7]=[CH:6][C:5]=1[S:10]([N:13]([CH2:26][C:27]1[CH:32]=[CH:31][C:30]([N:33]([CH2:34][C:35]2[S:36][CH:37]=[C:38]([C:40]3[CH:41]=[CH:42][CH:43]=[CH:44][CH:45]=3)[N:39]=2)[CH2:60][CH2:61][CH3:62])=[CH:29][CH:28]=1)[C:14]1[CH:19]=[CH:18][C:17]([CH2:20][CH2:21][C:22]([O:24][CH3:25])=[O:23])=[CH:16][CH:15]=1)(=[O:12])=[O:11])([O-:3])=[O:2], predict the reactants needed to synthesize it. The reactants are: [N+:1]([C:4]1[CH:9]=[CH:8][CH:7]=[CH:6][C:5]=1[S:10]([N:13]([CH2:26][C:27]1[CH:32]=[CH:31][C:30](/[N:33]=[CH:34]/[C:35]2[S:36][CH:37]=[C:38]([C:40]3[CH:45]=[CH:44][CH:43]=[CH:42][CH:41]=3)[N:39]=2)=[CH:29][CH:28]=1)[C:14]1[CH:19]=[CH:18][C:17]([CH2:20][CH2:21][C:22]([O:24][CH3:25])=[O:23])=[CH:16][CH:15]=1)(=[O:12])=[O:11])([O-:3])=[O:2].C(O[BH-](OC(=O)C)OC(=O)C)(=O)C.[Na+].[CH:60](=O)[CH2:61][CH3:62].C(=O)([O-])O.[Na+].